Dataset: Forward reaction prediction with 1.9M reactions from USPTO patents (1976-2016). Task: Predict the product of the given reaction. Given the reactants [CH3:1][O:2][C:3]1[CH:8]=[C:7]([CH3:9])[C:6]([S:10]([N:13]([CH2:15][C:16]2[O:20][CH:19]=[C:18]([C:21]([OH:23])=O)[CH:17]=2)[CH3:14])(=[O:12])=[O:11])=[C:5]([CH3:24])[CH:4]=1.CCN=C=NCCCN(C)C.C1C=CC2N(O)N=NC=2C=1.CCN(C(C)C)C(C)C.Cl.Cl.[CH3:57][O:58][CH:59]1[CH2:63][CH2:62][N:61]([CH2:64][C:65]2[CH:70]=[CH:69][C:68]([CH2:71][NH:72][CH3:73])=[CH:67][CH:66]=2)[CH2:60]1, predict the reaction product. The product is: [CH3:1][O:2][C:3]1[CH:4]=[C:5]([CH3:24])[C:6]([S:10]([N:13]([CH2:15][C:16]2[O:20][CH:19]=[C:18]([C:21]([N:72]([CH2:71][C:68]3[CH:67]=[CH:66][C:65]([CH2:64][N:61]4[CH2:62][CH2:63][CH:59]([O:58][CH3:57])[CH2:60]4)=[CH:70][CH:69]=3)[CH3:73])=[O:23])[CH:17]=2)[CH3:14])(=[O:12])=[O:11])=[C:7]([CH3:9])[CH:8]=1.